This data is from TCR-epitope binding with 47,182 pairs between 192 epitopes and 23,139 TCRs. The task is: Binary Classification. Given a T-cell receptor sequence (or CDR3 region) and an epitope sequence, predict whether binding occurs between them. (1) The epitope is EPLPQGQLTAY. The TCR CDR3 sequence is CASSLGDEQFF. Result: 0 (the TCR does not bind to the epitope). (2) The epitope is LEPLVDLPI. The TCR CDR3 sequence is CASSYSEGYEQYF. Result: 0 (the TCR does not bind to the epitope). (3) The epitope is GMFNMLSTVLGVS. The TCR CDR3 sequence is CASRPGLAGGRPEQYF. Result: 0 (the TCR does not bind to the epitope). (4) The epitope is KLWAQCVQL. The TCR CDR3 sequence is CASSYSIPGIIGMNTEAFF. Result: 1 (the TCR binds to the epitope).